This data is from Forward reaction prediction with 1.9M reactions from USPTO patents (1976-2016). The task is: Predict the product of the given reaction. (1) The product is: [C:12]([C:8]1[CH:7]=[C:6]2[C:11]([C:2]([CH2:1][C:34]([NH:33][C:27]3[CH:28]=[CH:29][C:30]([F:32])=[CH:31][C:26]=3[F:25])=[O:35])=[CH:3][C:4](=[O:14])[O:5]2)=[CH:10][CH:9]=1)#[N:13]. Given the reactants [CH3:1][C:2]1[C:11]2[C:6](=[CH:7][C:8]([C:12]#[N:13])=[CH:9][CH:10]=2)[O:5][C:4](=[O:14])[CH:3]=1.[Li+].C[Si]([N-][Si](C)(C)C)(C)C.[F:25][C:26]1[CH:31]=[C:30]([F:32])[CH:29]=[CH:28][C:27]=1[N:33]=[C:34]=[O:35], predict the reaction product. (2) Given the reactants C([N:8]1[CH2:13][CH2:12][CH:11]([NH2:14])[CH2:10][CH2:9]1)C1C=CC=CC=1.CC(OC(OC(OC(C)(C)C)=O)=O)(C)C.Cl[C:31]1[N:40]=[C:39]([N:41]([CH3:43])[CH3:42])[C:38]2[C:33](=[CH:34][CH:35]=[CH:36][CH:37]=2)[N:32]=1, predict the reaction product. The product is: [NH2:14][CH:11]1[CH2:12][CH2:13][N:8]([C:31]2[N:40]=[C:39]([N:41]([CH3:43])[CH3:42])[C:38]3[C:33](=[CH:34][CH:35]=[CH:36][CH:37]=3)[N:32]=2)[CH2:9][CH2:10]1. (3) Given the reactants [CH3:1][O:2][C:3]1[CH:4]=[C:5]2[C:10](=[CH:11][CH:12]=1)[N:9]=[C:8]([NH:13][CH3:14])[C:7]([CH2:15]O)=[CH:6]2.O=S(Cl)[Cl:19], predict the reaction product. The product is: [ClH:19].[Cl:19][CH2:15][C:7]1[C:8]([NH:13][CH3:14])=[N:9][C:10]2[C:5]([CH:6]=1)=[CH:4][C:3]([O:2][CH3:1])=[CH:12][CH:11]=2. (4) Given the reactants [NH2:1][C:2]1[CH:3]=[CH:4][C:5]([N:9]2[CH:13]=[C:12]([CH3:14])[N:11]=[CH:10]2)=[C:6]([F:8])[CH:7]=1.N1C=CC=CC=1.Cl[C:22]([O:24][CH2:25][C:26]1[CH:31]=[CH:30][CH:29]=[CH:28][CH:27]=1)=[O:23].C(=O)(O)[O-].[Na+], predict the reaction product. The product is: [CH2:25]([O:24][C:22]([NH:1][C:2]1[CH:3]=[CH:4][C:5]([N:9]2[CH:13]=[C:12]([CH3:14])[N:11]=[CH:10]2)=[C:6]([F:8])[CH:7]=1)=[O:23])[C:26]1[CH:31]=[CH:30][CH:29]=[CH:28][CH:27]=1. (5) Given the reactants [Si]([O:8][CH2:9][CH2:10][N:11]1[C:15]2[CH:16]=[CH:17][CH:18]=[CH:19][C:14]=2[N:13]=[C:12]1[CH2:20][O:21][N:22]=[C:23]1[CH2:28][CH2:27][N:26]([S:29]([C:32]2[CH:37]=[CH:36][C:35]([O:38][C:39]([F:42])([F:41])[F:40])=[CH:34][CH:33]=2)(=[O:31])=[O:30])[CH2:25][CH2:24]1)(C(C)(C)C)(C)C.O.[F-].C([N+](CCCC)(CCCC)CCCC)CCC, predict the reaction product. The product is: [OH:8][CH2:9][CH2:10][N:11]1[C:15]2[CH:16]=[CH:17][CH:18]=[CH:19][C:14]=2[N:13]=[C:12]1[CH2:20][O:21][N:22]=[C:23]1[CH2:24][CH2:25][N:26]([S:29]([C:32]2[CH:33]=[CH:34][C:35]([O:38][C:39]([F:40])([F:42])[F:41])=[CH:36][CH:37]=2)(=[O:30])=[O:31])[CH2:27][CH2:28]1. (6) The product is: [CH3:1][O:2][C:3]1[N:4]=[C:5]2[C:10](=[CH:11][CH:12]=1)[N:9]=[CH:8][CH:7]=[C:6]2[N:13]1[CH2:17][CH2:16][CH:15]([NH:18][CH2:19][CH2:20][NH:21][S:40]([C:37]2[CH:38]=[CH:39][C:33]3[S:32][CH2:31][C:30](=[O:29])[NH:35][C:34]=3[N:24]=2)(=[O:42])=[O:41])[CH2:14]1. Given the reactants [CH3:1][O:2][C:3]1[N:4]=[C:5]2[C:10](=[CH:11][CH:12]=1)[N:9]=[CH:8][CH:7]=[C:6]2[N:13]1[CH2:17][CH2:16][CH:15]([NH:18][CH2:19][CH2:20][NH2:21])[CH2:14]1.C([N:24](CC)CC)C.[O:29]=[C:30]1[NH:35][C:34]2C=[C:37]([S:40](Cl)(=[O:42])=[O:41])[CH:38]=[CH:39][C:33]=2[S:32][CH2:31]1.C(=O)(O)[O-].[Na+], predict the reaction product.